Dataset: Catalyst prediction with 721,799 reactions and 888 catalyst types from USPTO. Task: Predict which catalyst facilitates the given reaction. Reactant: [N-:1]=[N+:2]=[N-:3].[Na+].Br[CH2:6][C:7]1[C:8]([C:31]2[CH:36]=[CH:35][CH:34]=[CH:33][CH:32]=2)=[N:9][C:10]2[C:15]([C:16]=1[C:17]([NH:19][N:20]([C:25]1[CH:30]=[CH:29][CH:28]=[CH:27][CH:26]=1)[C:21]([O:23][CH3:24])=[O:22])=[O:18])=[CH:14][CH:13]=[CH:12][CH:11]=2. Product: [N:1]([CH2:6][C:7]1[C:8]([C:31]2[CH:36]=[CH:35][CH:34]=[CH:33][CH:32]=2)=[N:9][C:10]2[C:15]([C:16]=1[C:17]([NH:19][N:20]([C:25]1[CH:26]=[CH:27][CH:28]=[CH:29][CH:30]=1)[C:21]([O:23][CH3:24])=[O:22])=[O:18])=[CH:14][CH:13]=[CH:12][CH:11]=2)=[N+:2]=[N-:3]. The catalyst class is: 3.